Dataset: Forward reaction prediction with 1.9M reactions from USPTO patents (1976-2016). Task: Predict the product of the given reaction. (1) Given the reactants C([O:3][C:4](=O)[C:5]1[C:6](=[C:10]([F:14])[CH:11]=[CH:12][CH:13]=1)[C:7](O)=[O:8])C.C1COCC1.[OH-].[Na+], predict the reaction product. The product is: [F:14][C:10]1[CH:11]=[CH:12][CH:13]=[C:5]([CH2:4][OH:3])[C:6]=1[CH2:7][OH:8]. (2) Given the reactants [C:1]([C:5]1[O:9][N:8]=[C:7]([NH:10][C:11](=[O:25])[C:12]([S:15]([C:18]2[CH:19]=[N:20][C:21](Cl)=[CH:22][CH:23]=2)(=[O:17])=[O:16])([CH3:14])[CH3:13])[CH:6]=1)([CH3:4])([CH3:3])[CH3:2].[CH3:26][O-:27].[Na+], predict the reaction product. The product is: [C:1]([C:5]1[O:9][N:8]=[C:7]([NH:10][C:11](=[O:25])[C:12]([S:15]([C:18]2[CH:19]=[N:20][C:21]([O:27][CH3:26])=[CH:22][CH:23]=2)(=[O:17])=[O:16])([CH3:14])[CH3:13])[CH:6]=1)([CH3:4])([CH3:3])[CH3:2].